Dataset: Reaction yield outcomes from USPTO patents with 853,638 reactions. Task: Predict the reaction yield, written as a fraction of the theoretical maximum amount of product (1.0 means a 100% yield; for example, 0.34 means a 34% yield). (1) The reactants are Br[CH2:2][C:3]1[C:13]([Cl:14])=[N:12][CH:11]=[CH:10][C:4]=1[C:5]([O:7]CC)=O.Cl.[Cl:16][C:17]1[CH:18]=[C:19]([CH2:28][NH2:29])[CH:20]=[CH:21][C:22]=1[O:23][CH2:24][CH:25]([F:27])[F:26]. No catalyst specified. The product is [Cl:14][C:13]1[C:3]2[CH2:2][N:29]([CH2:28][C:19]3[CH:20]=[CH:21][C:22]([O:23][CH2:24][CH:25]([F:26])[F:27])=[C:17]([Cl:16])[CH:18]=3)[C:5](=[O:7])[C:4]=2[CH:10]=[CH:11][N:12]=1. The yield is 0.840. (2) The reactants are [CH2:1]([O:3][C:4](=[O:26])[CH2:5][NH:6][C:7](=[O:25])[CH2:8][CH2:9][CH2:10][CH2:11][CH2:12][CH2:13][CH2:14][CH2:15][CH2:16][CH2:17][CH2:18][CH2:19][CH2:20][CH2:21][CH2:22][CH2:23][CH3:24])[CH3:2].CN1C=CN=C1.[C:33](Cl)(=[O:49])[CH2:34][CH2:35][CH2:36][CH2:37][CH2:38][CH2:39][CH2:40][CH2:41][CH2:42][CH2:43][CH2:44][CH2:45][CH2:46][CH2:47][CH3:48].C(N(CCCC)CCCC)CCC. The catalyst is [Ti](Cl)(Cl)(Cl)Cl.O.ClC1C=CC=CC=1. The product is [C:7]([NH:6][CH:5]([C:33](=[O:49])[CH2:34][CH2:35][CH2:36][CH2:37][CH2:38][CH2:39][CH2:40][CH2:41][CH2:42][CH2:43][CH2:44][CH2:45][CH2:46][CH2:47][CH3:48])[C:4]([O:3][CH2:1][CH3:2])=[O:26])(=[O:25])[CH2:8][CH2:9][CH2:10][CH2:11][CH2:12][CH2:13][CH2:14][CH2:15][CH2:16][CH2:17][CH2:18][CH2:19][CH2:20][CH2:21][CH2:22][CH2:23][CH3:24]. The yield is 0.770.